From a dataset of Peptide-MHC class I binding affinity with 185,985 pairs from IEDB/IMGT. Regression. Given a peptide amino acid sequence and an MHC pseudo amino acid sequence, predict their binding affinity value. This is MHC class I binding data. (1) The peptide sequence is FPFLYKFLL. The MHC is HLA-A02:03 with pseudo-sequence HLA-A02:03. The binding affinity (normalized) is 0.0349. (2) The binding affinity (normalized) is 0.0847. The MHC is HLA-B15:09 with pseudo-sequence HLA-B15:09. The peptide sequence is GWPDNYCEW. (3) The peptide sequence is AMYVAIQAV. The MHC is HLA-A02:06 with pseudo-sequence HLA-A02:06. The binding affinity (normalized) is 0.819. (4) The peptide sequence is RFVKFNDYRK. The MHC is HLA-A03:01 with pseudo-sequence HLA-A03:01. The binding affinity (normalized) is 0.423. (5) The peptide sequence is CLGGLLTMV. The MHC is HLA-A02:01 with pseudo-sequence HLA-A02:01. The binding affinity (normalized) is 0.691. (6) The peptide sequence is ESDKGSSQS. The MHC is HLA-B40:01 with pseudo-sequence HLA-B40:01. The binding affinity (normalized) is 0.0847. (7) The MHC is HLA-B07:02 with pseudo-sequence HLA-B07:02. The peptide sequence is NRLPKRSVM. The binding affinity (normalized) is 0.0812. (8) The peptide sequence is NTFVNFNSVK. The MHC is HLA-A11:01 with pseudo-sequence HLA-A11:01. The binding affinity (normalized) is 0.613. (9) The peptide sequence is VSRDFDDVY. The MHC is HLA-B40:01 with pseudo-sequence HLA-B40:01. The binding affinity (normalized) is 0.0847. (10) The peptide sequence is VFFKQWFEK. The MHC is HLA-B46:01 with pseudo-sequence HLA-B46:01. The binding affinity (normalized) is 0.0847.